This data is from Forward reaction prediction with 1.9M reactions from USPTO patents (1976-2016). The task is: Predict the product of the given reaction. (1) Given the reactants [N:1]([CH2:4][CH:5]1[O:9][C@H:8]2[C@H:10]([O:15][CH2:16][C:17]3[CH:22]=[CH:21][CH:20]=[CH:19][CH:18]=3)[C@@H:11]([CH2:13][OH:14])[O:12][C@H:7]2[CH2:6]1)=[N+]=[N-].C1(P(C2C=CC=CC=2)C2C=CC=CC=2)C=CC=CC=1.O, predict the reaction product. The product is: [NH2:1][CH2:4][C@@H:5]1[O:9][C@H:8]2[C@H:10]([O:15][CH2:16][C:17]3[CH:22]=[CH:21][CH:20]=[CH:19][CH:18]=3)[C@@H:11]([CH2:13][OH:14])[O:12][C@H:7]2[CH2:6]1. (2) Given the reactants [Cl:1][C:2]1[CH:8]=[C:7]([Cl:9])[CH:6]=[CH:5][C:3]=1[NH2:4].[H-].[Na+].Cl[C:13]1[C:22]2[C:17](=[CH:18][C:19]3[CH:26]=[CH:25][C:24]([O:27][CH3:28])=[CH:23][C:20]=3[CH:21]=2)[N:16]=[CH:15][C:14]=1[C:29]#[N:30], predict the reaction product. The product is: [Cl:1][C:2]1[CH:8]=[C:7]([Cl:9])[CH:6]=[CH:5][C:3]=1[NH:4][C:13]1[C:22]2[C:17](=[CH:18][C:19]3[CH:26]=[CH:25][C:24]([O:27][CH3:28])=[CH:23][C:20]=3[CH:21]=2)[N:16]=[CH:15][C:14]=1[C:29]#[N:30]. (3) Given the reactants C(OC(=O)[NH:7][C@H:8]1[CH2:13][CH2:12][CH2:11][CH2:10][C@H:9]1[NH:14][C:15]1[N:16]=[CH:17][C:18]2[CH:24]=[N:23][CH:22]=[C:21]([C:25]3[C:33]4[C:28](=[CH:29][N:30]=[CH:31][CH:32]=4)[NH:27][CH:26]=3)[C:19]=2[N:20]=1)(C)(C)C.ClCCl.FC(F)(F)C(O)=O, predict the reaction product. The product is: [NH:27]1[C:28]2=[CH:29][N:30]=[CH:31][CH:32]=[C:33]2[C:25]([C:21]2[C:19]3[N:20]=[C:15]([NH:14][C@H:9]4[CH2:10][CH2:11][CH2:12][CH2:13][C@H:8]4[NH2:7])[N:16]=[CH:17][C:18]=3[CH:24]=[N:23][CH:22]=2)=[CH:26]1.